This data is from Full USPTO retrosynthesis dataset with 1.9M reactions from patents (1976-2016). The task is: Predict the reactants needed to synthesize the given product. Given the product [CH3:1][N:2]1[CH:6]=[C:5]([C:7]2[N:12]=[C:11]3[N:13]([CH2:16][C@@H:17]4[CH2:18][N:19]([C:23]5[N:24]=[CH:25][C:26]([OH:38])=[CH:27][N:28]=5)[CH2:20][CH2:21][O:22]4)[N:14]=[N:15][C:10]3=[N:9][CH:8]=2)[CH:4]=[N:3]1, predict the reactants needed to synthesize it. The reactants are: [CH3:1][N:2]1[CH:6]=[C:5]([C:7]2[N:12]=[C:11]3[N:13]([CH2:16][C@H:17]4[O:22][CH2:21][CH2:20][N:19]([C:23]5[N:28]=[CH:27][C:26](B6OC(C)(C)C(C)(C)O6)=[CH:25][N:24]=5)[CH2:18]4)[N:14]=[N:15][C:10]3=[N:9][CH:8]=2)[CH:4]=[N:3]1.[OH2:38].